Dataset: Peptide-MHC class I binding affinity with 185,985 pairs from IEDB/IMGT. Task: Regression. Given a peptide amino acid sequence and an MHC pseudo amino acid sequence, predict their binding affinity value. This is MHC class I binding data. (1) The MHC is H-2-Kb with pseudo-sequence H-2-Kb. The peptide sequence is SGAENPGGYCL. The binding affinity (normalized) is 0. (2) The peptide sequence is RKLTNPANK. The MHC is HLA-A02:12 with pseudo-sequence HLA-A02:12. The binding affinity (normalized) is 0.0847. (3) The peptide sequence is NYCEGTTVVI. The binding affinity (normalized) is 0.573. The MHC is HLA-A23:01 with pseudo-sequence HLA-A23:01. (4) The binding affinity (normalized) is 0.213. The peptide sequence is RRRRRRAAL. The MHC is HLA-B83:01 with pseudo-sequence HLA-B83:01. (5) The peptide sequence is ASPISSIFSR. The MHC is HLA-A68:01 with pseudo-sequence HLA-A68:01. The binding affinity (normalized) is 0.703. (6) The peptide sequence is AMPNLYKMQR. The MHC is HLA-A03:01 with pseudo-sequence HLA-A03:01. The binding affinity (normalized) is 0.358. (7) The peptide sequence is FVDYNFTIV. The MHC is HLA-A02:01 with pseudo-sequence HLA-A02:01. The binding affinity (normalized) is 0.493. (8) The binding affinity (normalized) is 0.128. The peptide sequence is LNIALVAVSL. The MHC is HLA-A02:03 with pseudo-sequence HLA-A02:03. (9) The peptide sequence is QEILDLWVY. The MHC is HLA-B40:01 with pseudo-sequence HLA-B40:01. The binding affinity (normalized) is 0.390.